This data is from Reaction yield outcomes from USPTO patents with 853,638 reactions. The task is: Predict the reaction yield, written as a fraction of the theoretical maximum amount of product (1.0 means a 100% yield; for example, 0.34 means a 34% yield). (1) The reactants are [NH2:1][CH2:2][CH2:3][CH2:4][N:5]1[C:13]2[C:8](=[CH:9][CH:10]=[CH:11][CH:12]=2)[C:7]2([C:17]3=[CH:18][C:19]4[O:23][CH2:22][O:21][C:20]=4[CH:24]=[C:16]3[O:15][CH2:14]2)[C:6]1=[O:25].C(N(CC)CC)C.[Cl:33][C:34]1[CH:38]=[CH:37][S:36][C:35]=1[C:39](Cl)=[O:40]. The catalyst is ClCCl. The product is [Cl:33][C:34]1[CH:38]=[CH:37][S:36][C:35]=1[C:39]([NH:1][CH2:2][CH2:3][CH2:4][N:5]1[C:13]2[C:8](=[CH:9][CH:10]=[CH:11][CH:12]=2)[C:7]2([C:17]3=[CH:18][C:19]4[O:23][CH2:22][O:21][C:20]=4[CH:24]=[C:16]3[O:15][CH2:14]2)[C:6]1=[O:25])=[O:40]. The yield is 0.670. (2) The reactants are [Br:1][C:2]1[CH:7]=[C:6]([Cl:8])[CH:5]=[CH:4][C:3]=1[OH:9].C(=O)([O-])[O-].[K+].[K+].[CH2:16](Br)[CH:17]=[CH2:18]. The catalyst is CN(C=O)C. The product is [CH2:18]([O:9][C:3]1[CH:4]=[CH:5][C:6]([Cl:8])=[CH:7][C:2]=1[Br:1])[CH:17]=[CH2:16]. The yield is 1.00. (3) The product is [CH3:11][O:10][C:8]1[C:7]([C:12]2[S:13][CH:14]=[CH:15][CH:16]=2)=[CH:6][C:3]([CH:4]=[O:5])=[C:2]([O:1][CH2:24][CH2:25][O:26][CH2:27][CH2:28][O:29][CH3:30])[CH:9]=1. The catalyst is CN(C)C=O.O. The yield is 0.870. The reactants are [OH:1][C:2]1[CH:9]=[C:8]([O:10][CH3:11])[C:7]([C:12]2[S:13][CH:14]=[CH:15][CH:16]=2)=[CH:6][C:3]=1[CH:4]=[O:5].C(=O)([O-])[O-].[K+].[K+].Br[CH2:24][CH2:25][O:26][CH2:27][CH2:28][O:29][CH3:30]. (4) The reactants are C(OC([NH:8][C@@H:9]1[C@H:14]([NH:15][C:16]2[N:21]=[C:20]([C:22]3[S:26][N:25]=[C:24]([CH2:27][CH3:28])[CH:23]=3)[C:19]3[C:29](=[O:39])[N:30](C(OC(C)(C)C)=O)[CH2:31][C:18]=3[C:17]=2[F:40])[CH2:13][CH2:12][O:11][CH2:10]1)=O)(C)(C)C.Cl.O1CCOCC1.CCO. The catalyst is CO. The product is [NH2:8][C@@H:9]1[C@H:14]([NH:15][C:16]2[N:21]=[C:20]([C:22]3[S:26][N:25]=[C:24]([CH2:27][CH3:28])[CH:23]=3)[C:19]3[C:29](=[O:39])[NH:30][CH2:31][C:18]=3[C:17]=2[F:40])[CH2:13][CH2:12][O:11][CH2:10]1. The yield is 0.700.